From a dataset of Reaction yield outcomes from USPTO patents with 853,638 reactions. Predict the reaction yield, written as a fraction of the theoretical maximum amount of product (1.0 means a 100% yield; for example, 0.34 means a 34% yield). (1) The reactants are [CH2:1]([O:3][C:4]1([C:11]([OH:13])=[O:12])[CH2:9][CH2:8][C:7](=[O:10])[CH2:6][CH2:5]1)[CH3:2].C(=O)([O-])[O-].[K+].[K+].[CH2:20](Br)[C:21]1[CH:26]=[CH:25][CH:24]=[CH:23][CH:22]=1. The catalyst is CN(C=O)C.O. The product is [CH2:1]([O:3][C:4]1([C:11]([O:13][CH2:20][C:21]2[CH:26]=[CH:25][CH:24]=[CH:23][CH:22]=2)=[O:12])[CH2:5][CH2:6][C:7](=[O:10])[CH2:8][CH2:9]1)[CH3:2]. The yield is 0.780. (2) The reactants are Cl[C:2]1[C:3]([NH:12][S:13]([C:16]2[CH:21]=[CH:20][CH:19]=[C:18]([F:22])[CH:17]=2)(=[O:15])=[O:14])=[N:4][C:5]2[C:10]([N:11]=1)=[CH:9][CH:8]=[CH:7][CH:6]=2.[CH3:23][O:24][C:25]1[CH:31]=[CH:30][C:29]([O:32][CH3:33])=[CH:28][C:26]=1[NH2:27]. The catalyst is CCO. The product is [CH3:23][O:24][C:25]1[CH:31]=[CH:30][C:29]([O:32][CH3:33])=[CH:28][C:26]=1[NH:27][C:2]1[C:3]([NH:12][S:13]([C:16]2[CH:21]=[CH:20][CH:19]=[C:18]([F:22])[CH:17]=2)(=[O:15])=[O:14])=[N:4][C:5]2[C:10]([N:11]=1)=[CH:9][CH:8]=[CH:7][CH:6]=2. The yield is 0.970. (3) The reactants are [Br:1][C:2]1[CH:3]=[C:4]([C:11]([NH:13][CH2:14][C:15]2[C:16](=[O:23])[NH:17][C:18]([CH3:22])=[CH:19][C:20]=2[CH3:21])=[O:12])[C:5]2[CH:10]=[N:9][NH:8][C:6]=2[N:7]=1.C([O-])([O-])=O.[K+].[K+].Br[CH:31]1[CH2:36][CH2:35][N:34]([C:37]([O:39][C:40]([CH3:43])([CH3:42])[CH3:41])=[O:38])[CH2:33][CH2:32]1.O. The catalyst is CN(C=O)C.C(Cl)Cl. The product is [Br:1][C:2]1[N:7]=[C:6]2[N:8]([CH:31]3[CH2:36][CH2:35][N:34]([C:37]([O:39][C:40]([CH3:43])([CH3:42])[CH3:41])=[O:38])[CH2:33][CH2:32]3)[N:9]=[CH:10][C:5]2=[C:4]([C:11](=[O:12])[NH:13][CH2:14][C:15]2[C:16](=[O:23])[NH:17][C:18]([CH3:22])=[CH:19][C:20]=2[CH3:21])[CH:3]=1. The yield is 0.672. (4) The reactants are [C:1]([C:3]1[CH:8]=[CH:7][C:6]([C@@H:9]2[C:14]([C:15]#[N:16])=[C:13]([CH3:17])[N:12]([C:18]3[CH:23]=[CH:22][CH:21]=[C:20]([C:24]([F:27])([F:26])[F:25])[CH:19]=3)[C:11](=[O:28])[NH:10]2)=[C:5]([S:29]([CH3:32])(=[O:31])=[O:30])[CH:4]=1)#[N:2].[H-].[Na+].Cl[C:36]([O:38][CH2:39][C:40]1[CH:45]=[CH:44][CH:43]=[CH:42][CH:41]=1)=[O:37]. The catalyst is C1COCC1. The product is [C:15]([C:14]1[CH:9]([C:6]2[CH:7]=[CH:8][C:3]([C:1]#[N:2])=[CH:4][C:5]=2[S:29]([CH3:32])(=[O:31])=[O:30])[N:10]([C:36]([O:38][CH2:39][C:40]2[CH:45]=[CH:44][CH:43]=[CH:42][CH:41]=2)=[O:37])[C:11](=[O:28])[N:12]([C:18]2[CH:23]=[CH:22][CH:21]=[C:20]([C:24]([F:27])([F:26])[F:25])[CH:19]=2)[C:13]=1[CH3:17])#[N:16]. The yield is 0.460. (5) The reactants are P(Cl)(Cl)(Cl)(Cl)[Cl:2].[CH3:7][C:8]([CH3:16])([C:13](=O)[CH3:14])[C:9]([O:11][CH3:12])=[O:10]. The catalyst is C(Cl)Cl.CN(C=O)C. The product is [Cl:2][C:13](=[CH2:14])[C:8]([CH3:16])([CH3:7])[C:9]([O:11][CH3:12])=[O:10]. The yield is 0.230.